Dataset: Full USPTO retrosynthesis dataset with 1.9M reactions from patents (1976-2016). Task: Predict the reactants needed to synthesize the given product. Given the product [CH3:1][Si:2]([CH2:5][NH:6][C:7]([C:9]1[CH:10]=[C:11]2[C:15](=[CH:16][CH:17]=1)[CH:14]([NH:18][C:19](=[O:25])[O:20][C:21]([CH3:24])([CH3:23])[CH3:22])[CH2:13][CH2:12]2)=[S:35])([CH3:4])[CH3:3], predict the reactants needed to synthesize it. The reactants are: [CH3:1][Si:2]([CH2:5][NH:6][C:7]([C:9]1[CH:10]=[C:11]2[C:15](=[CH:16][CH:17]=1)[CH:14]([NH:18][C:19](=[O:25])[O:20][C:21]([CH3:24])([CH3:23])[CH3:22])[CH2:13][CH2:12]2)=O)([CH3:4])[CH3:3].COC1C=CC(P2(SP(C3C=CC(OC)=CC=3)(=S)S2)=[S:35])=CC=1.